From a dataset of Drug-target binding data from BindingDB using IC50 measurements. Regression. Given a target protein amino acid sequence and a drug SMILES string, predict the binding affinity score between them. We predict pIC50 (pIC50 = -log10(IC50 in M); higher means more potent). Dataset: bindingdb_ic50. (1) The small molecule is O=C(N[C@H](Cc1ccc(Cl)cc1)C(=O)N1CCC(Cn2cncn2)(C2CCCCC2)CC1)[C@H]1Cc2ccccc2CN1. The target protein (P32244) has sequence MNSSCCPSSSYPTLPNLSQHPAAPSASNRSGSGFCEQVFIKPEVFLALGIVSLMENILVILAVVRNGNLHSPMYFFLCSLAAADMLVSLSNSLETIMIVVINSDSLTLEDQFIQHMDNIFDSMICISLVASICNLLAIAVDRYVTIFYALRYHSIMTVRKALSLIVAIWVCCGICGVMFIVYSESKMVIVCLITMFFAMVLLMGTLYIHMFLFARLHVQRIAALPPADGVAPQQHSCMKGAVTITILLGVFIFCWAPFFLHLVLIITCPTNPYCICYTAHFNTYLVLIMCNSVIDPLIYAFRSLELRNTFKEILCGCNGMNVG. The pIC50 is 5.7. (2) The compound is CC(=O)N[C@@H](Cc1c[nH]c2ccccc12)C(=O)N[C@H](C(=O)N[C@H](C(=O)N[C@@H](Cc1cnc[nH]1)C(=O)N[C@@H](CCCNC(N)=O)C(=O)N[C@@H](CC(C)C)C(=O)N[C@@H](C)C(=O)NCC(=O)N[C@@H](CC(C)C)C(=O)N[C@@H](CC(C)C)C(=O)N[C@@H](CO)C(=O)N[C@@H](CCCNC(N)=O)C(=O)N[C@@H](CO)C(=O)NCC(=O)NCC(=O)N[C@H](C(=O)N[C@H](C(=O)N[C@@H](CCCCNC(=N)N)C(=O)N[C@@H](CCCCN)C(=O)N[C@@H](CC(N)=O)C(=O)N[C@@H](Cc1ccc2ccccc2c1)C(=O)N[C@H](C(=O)N1C(C(=O)N[C@H](C(=O)N[C@@H](CC(=O)O)C(=O)N[C@H](C(=O)NCC(=O)N2C3CCCCC3C[C@H]2C(=O)N[C@@H](Cc2ccccc2)C(=O)N[C@@H](C)C(=O)N[C@@H](Cc2ccc3ccccc3c2)C(N)=O)C(C)C)[C@@H](C)O)CC2CCCCC21)C(C)C)C(C)C)C(C)C)[C@@H](C)O)C(C)C. The target protein sequence is MGFQKFSPFLALSILVLLQAGSLHAAPFRSALESSPADPATLSEDEARLLLAALVQNYVQMKASELEQEQEREGSRIIAQKRACDTATCVTHRLAGLLSRSGGVVKNNFVPTNVGSKAFGRRRRDLQA. The pIC50 is 8.4.